This data is from Full USPTO retrosynthesis dataset with 1.9M reactions from patents (1976-2016). The task is: Predict the reactants needed to synthesize the given product. (1) Given the product [CH3:14][O:15][C:16]1[CH:17]=[C:18]([CH:21]=[CH:22][CH:23]=1)[CH2:19][N:1]1[CH2:5][CH2:4][C@@H:3]([NH:6][C:7](=[O:13])[O:8][C:9]([CH3:10])([CH3:12])[CH3:11])[CH2:2]1, predict the reactants needed to synthesize it. The reactants are: [NH:1]1[CH2:5][CH2:4][C@@H:3]([NH:6][C:7](=[O:13])[O:8][C:9]([CH3:12])([CH3:11])[CH3:10])[CH2:2]1.[CH3:14][O:15][C:16]1[CH:17]=[C:18]([CH:21]=[CH:22][CH:23]=1)[CH:19]=O.C(O[BH-](OC(=O)C)OC(=O)C)(=O)C.[Na+].C([O-])(O)=O.[Na+]. (2) Given the product [F:3][C:4]([F:8])([F:7])[CH2:5][O:6][C:26]1[CH:27]=[CH:28][C:23]([CH2:22][C@H:18]2[O:19][CH2:20][CH2:21][NH:16][CH2:17]2)=[CH:24][C:25]=1[C:30]([F:32])([F:33])[F:31], predict the reactants needed to synthesize it. The reactants are: [H-].[Na+].[F:3][C:4]([F:8])([F:7])[CH2:5][OH:6].C([N:16]1[CH2:21][CH2:20][O:19][C@H:18]([CH2:22][C:23]2[CH:28]=[CH:27][C:26](F)=[C:25]([C:30]([F:33])([F:32])[F:31])[CH:24]=2)[CH2:17]1)(OC(C)(C)C)=O.C(N1CCO[C@H](CC2C=CC=C(CO)C=2)C1)(OC(C)(C)C)=O. (3) Given the product [ClH:1].[Cl:37][C:5]1[C:6]([CH3:8])=[CH:7][C:2]2[NH:31][C:34](=[O:49])[N:12]([CH:13]3[CH2:18][CH2:17][N:16]([CH:19]4[CH2:24][CH2:23][CH:22]([O:25][CH2:26][CH3:27])[CH2:21][CH2:20]4)[CH2:15][CH2:14]3)[C:3]=2[CH:4]=1, predict the reactants needed to synthesize it. The reactants are: [Cl:1][C:2]1[CH:7]=[C:6]([C:8](F)(F)F)[CH:5]=[CH:4][C:3]=1[NH:12][CH:13]1[CH2:18][CH2:17][N:16]([C@H:19]2[CH2:24][CH2:23][C@H:22]([O:25][CH2:26][CH3:27])[CH2:21][CH2:20]2)[CH2:15][CH2:14]1.C([N:31]([CH:34](C)C)CC)(C)C.[Cl:37]C(OC(=O)OC(Cl)(Cl)Cl)(Cl)Cl.[OH2:49]. (4) Given the product [Cl:1][C:2]1[N:3]=[C:4]([NH:21][CH3:20])[C:5]2[CH2:10][O:9][CH:8]([C:11]3[CH:16]=[CH:15][C:14]([F:17])=[CH:13][CH:12]=3)[C:6]=2[N:7]=1, predict the reactants needed to synthesize it. The reactants are: [Cl:1][C:2]1[N:3]=[C:4](Cl)[C:5]2[CH2:10][O:9][CH:8]([C:11]3[CH:16]=[CH:15][C:14]([F:17])=[CH:13][CH:12]=3)[C:6]=2[N:7]=1.Cl.[CH3:20][NH2:21]. (5) The reactants are: [CH3:1][O:2][C:3]([NH:5][C@@H:6]([CH:52]([CH3:54])[CH3:53])[C:7]([N:9]1[CH2:13][CH2:12][CH2:11][C@H:10]1[C:14]1[NH:15][C:16]([C:19]2[CH:24]=[CH:23][C:22]([C:25]3[CH:26]=[C:27]4[C:49](=[CH:50][CH:51]=3)[C:31]3[NH:32][C:33]([C@@H:35]5[C@@H:40]6[CH2:41][C@@H:37]([CH2:38][CH2:39]6)[N:36]5C(OC(C)(C)C)=O)=[N:34][C:30]=3[CH:29]=[CH:28]4)=[CH:21][CH:20]=2)=[CH:17][N:18]=1)=[O:8])=[O:4].Cl.[CH3:56][O:57][C@H:58]([CH3:68])[C@H:59]([NH:63][C:64]([O:66][CH3:67])=[O:65])[C:60]([OH:62])=O.CN(C(ON1N=NC2C=CC=NC1=2)=[N+](C)C)C.F[P-](F)(F)(F)(F)F.CCN(C(C)C)C(C)C. Given the product [CH3:56][O:57][C@H:58]([CH3:68])[C@H:59]([NH:63][C:64](=[O:65])[O:66][CH3:67])[C:60]([N:36]1[C@H:35]([C:33]2[NH:32][C:31]3[C:49]4[C:27]([CH:28]=[CH:29][C:30]=3[N:34]=2)=[CH:26][C:25]([C:22]2[CH:21]=[CH:20][C:19]([C:16]3[NH:15][C:14]([C@@H:10]5[CH2:11][CH2:12][CH2:13][N:9]5[C:7](=[O:8])[C@@H:6]([NH:5][C:3]([O:2][CH3:1])=[O:4])[CH:52]([CH3:54])[CH3:53])=[N:18][CH:17]=3)=[CH:24][CH:23]=2)=[CH:51][CH:50]=4)[C@@H:40]2[CH2:41][C@H:37]1[CH2:38][CH2:39]2)=[O:62], predict the reactants needed to synthesize it. (6) Given the product [CH3:27][C:4]1[CH:3]=[C:2]([C:1]#[C:19][CH2:20][CH2:21][CH2:22][CH2:23][CH2:24][CH3:25])[N:7]=[CH:6][N:5]=1, predict the reactants needed to synthesize it. The reactants are: [CH3:1][C:2]1[N:7]=[CH:6][N:5]=[C:4](OS(C2C=CC(C)=CC=2)(=O)=O)[CH:3]=1.[CH:19]#[C:20][CH2:21][CH2:22][CH2:23][CH2:24][CH2:25]C.[CH3:27]CCCCCC.CCOC(C)=O. (7) Given the product [CH3:22][O:21][C:17]1[CH:16]=[CH:15][C:14]([N:23]2[CH2:28][CH2:27][N:26]([CH3:29])[CH2:25][CH2:24]2)=[C:13]2[C:18]=1[CH2:19][CH2:20][N:11]([C:9](=[O:10])[CH2:8][C:5]1[CH:4]=[CH:3][C:2]([NH:1][C:39]([NH:38][C:35]3[CH:36]=[CH:37][C:32]([O:31][CH3:30])=[CH:33][CH:34]=3)=[O:40])=[CH:7][CH:6]=1)[CH2:12]2, predict the reactants needed to synthesize it. The reactants are: [NH2:1][C:2]1[CH:7]=[CH:6][C:5]([CH2:8][C:9]([N:11]2[CH2:20][CH2:19][C:18]3[C:13](=[C:14]([N:23]4[CH2:28][CH2:27][N:26]([CH3:29])[CH2:25][CH2:24]4)[CH:15]=[CH:16][C:17]=3[O:21][CH3:22])[CH2:12]2)=[O:10])=[CH:4][CH:3]=1.[CH3:30][O:31][C:32]1[CH:37]=[CH:36][C:35]([N:38]=[C:39]=[O:40])=[CH:34][CH:33]=1.C(N(CC)CC)C. (8) Given the product [C:10]([O:14][C:15]([NH:17][CH2:18][CH2:19][O:1][C:2]1[CH:9]=[CH:8][C:5]([CH:6]=[O:7])=[CH:4][CH:3]=1)=[O:16])([CH3:13])([CH3:12])[CH3:11], predict the reactants needed to synthesize it. The reactants are: [OH:1][C:2]1[CH:9]=[CH:8][C:5]([CH:6]=[O:7])=[CH:4][CH:3]=1.[C:10]([O:14][C:15]([NH:17][CH2:18][CH2:19]O)=[O:16])([CH3:13])([CH3:12])[CH3:11].C1(P(C2C=CC=CC=2)C2C=CC=CC=2)C=CC=CC=1.N(C(OCC)=O)=NC(OCC)=O. (9) Given the product [O:1]=[CH:2][C@@H:3]([NH:5][C:6](=[O:12])[O:7][C:8]([CH3:11])([CH3:10])[CH3:9])[CH3:4], predict the reactants needed to synthesize it. The reactants are: [OH:1][CH2:2][C@@H:3]([NH:5][C:6](=[O:12])[O:7][C:8]([CH3:11])([CH3:10])[CH3:9])[CH3:4].CC(OI1(OC(C)=O)(OC(C)=O)OC(=O)C2C=CC=CC1=2)=O. (10) Given the product [CH:27]12[O:29][CH:24]([CH2:25][CH2:26]1)[CH2:23][N:22]([C:4]1[N:3]=[C:2]([C:34]3[CH:35]=[CH:36][C:31]([NH2:30])=[CH:32][CH:33]=3)[N:7]=[C:6]3[N:8]([CH:11]4[CH2:12][CH2:13][N:14]([CH2:17][C:18]([F:19])([F:20])[F:21])[CH2:15][CH2:16]4)[N:9]=[CH:10][C:5]=13)[CH2:28]2, predict the reactants needed to synthesize it. The reactants are: Cl[C:2]1[N:7]=[C:6]2[N:8]([CH:11]3[CH2:16][CH2:15][N:14]([CH2:17][C:18]([F:21])([F:20])[F:19])[CH2:13][CH2:12]3)[N:9]=[CH:10][C:5]2=[C:4]([N:22]2[CH2:28][CH:27]3[O:29][CH:24]([CH2:25][CH2:26]3)[CH2:23]2)[N:3]=1.[NH2:30][C:31]1[CH:36]=[CH:35][C:34](B2OC(C)(C)C(C)(C)O2)=[CH:33][CH:32]=1.